Dataset: Reaction yield outcomes from USPTO patents with 853,638 reactions. Task: Predict the reaction yield, written as a fraction of the theoretical maximum amount of product (1.0 means a 100% yield; for example, 0.34 means a 34% yield). (1) The reactants are [C:1]1([NH:7][C:8](=[O:22])[NH:9][C:10]2[CH:15]=[CH:14][C:13]([CH2:16][C:17]([O:19]CC)=[O:18])=[CH:12][CH:11]=2)[CH:6]=[CH:5][CH:4]=[CH:3][CH:2]=1.[OH-].[Na+].Cl. The catalyst is C1COCC1.C[C@H]1O[C@H]2[C@H](O)[C@@H](O)[C@H](OC3C4C(=CC5OCOC=5C=4)[C@@H](C4C=C(OC)C(O)=C(OC)C=4)[C@@H]4[C@@H]3COC4=O)O[C@@H]2CO1.C1COP(NCCCl)(=O)N(CCCl)C1.[NH2-].[NH2-].Cl[Pt+2]Cl. The product is [C:1]1([NH:7][C:8](=[O:22])[NH:9][C:10]2[CH:15]=[CH:14][C:13]([CH2:16][C:17]([OH:19])=[O:18])=[CH:12][CH:11]=2)[CH:2]=[CH:3][CH:4]=[CH:5][CH:6]=1. The yield is 0.930. (2) The reactants are [Mg].II.Br[C:5]1[CH:10]=[CH:9]C=[CH:7][CH:6]=1.[CH2:11]([N:18]1[CH2:23][CH2:22][C:21]([N:26]2[CH2:30][CH2:29][CH2:28][CH2:27]2)([C:24]#N)[CH2:20][CH2:19]1)[C:12]1[CH:17]=[CH:16][CH:15]=[CH:14][CH:13]=1.[NH4+].[Cl-]. The catalyst is C1COCC1.CO.C(Cl)(Cl)Cl. The yield is 0.400. The product is [CH2:11]([N:18]1[CH2:23][CH2:22][C:21]([C:24]2[CH:9]=[CH:10][CH:5]=[CH:6][CH:7]=2)([N:26]2[CH2:27][CH2:28][CH2:29][CH2:30]2)[CH2:20][CH2:19]1)[C:12]1[CH:13]=[CH:14][CH:15]=[CH:16][CH:17]=1.